Task: Predict the reaction yield, written as a fraction of the theoretical maximum amount of product (1.0 means a 100% yield; for example, 0.34 means a 34% yield).. Dataset: Reaction yield outcomes from USPTO patents with 853,638 reactions (1) The yield is 0.992. The product is [NH2:8][C@@H:9]1[C@@H:13]([F:14])[CH2:12][N:11]([C:15]([O:17][C:18]([CH3:21])([CH3:20])[CH3:19])=[O:16])[CH2:10]1. The reactants are C([NH:8][C@@H:9]1[C@@H:13]([F:14])[CH2:12][N:11]([C:15]([O:17][C:18]([CH3:21])([CH3:20])[CH3:19])=[O:16])[CH2:10]1)C1C=CC=CC=1. The catalyst is C(O)C.[Pd]. (2) The reactants are [NH3:1].[N:2]1([C@@H:7]([CH2:12][CH3:13])[C:8](OC)=[O:9])[CH2:6][CH2:5][CH2:4][CH2:3]1. The catalyst is O. The product is [N:2]1([C@@H:7]([CH2:12][CH3:13])[C:8]([NH2:1])=[O:9])[CH2:6][CH2:5][CH2:4][CH2:3]1. The yield is 0.920. (3) The reactants are F[C:2]1[CH:3]=[C:4]2[C:9](=[CH:10][CH:11]=1)[C:8](=[O:12])[CH2:7][CH2:6][CH2:5]2.[C:13]1([SH:19])[CH:18]=[CH:17][CH:16]=[CH:15][CH:14]=1.C([O-])([O-])=O.[K+].[K+].O. The catalyst is CN1CCCC1=O.CCOC(C)=O. The product is [C:13]1([S:19][C:2]2[CH:3]=[C:4]3[C:9](=[CH:10][CH:11]=2)[C:8](=[O:12])[CH2:7][CH2:6][CH2:5]3)[CH:18]=[CH:17][CH:16]=[CH:15][CH:14]=1. The yield is 0.943. (4) The product is [CH3:1][O:2][C:3](=[O:28])[C:4]1[CH:9]=[CH:8][C:7]([O:10][C:11]2[CH:12]=[CH:13][C:14]([NH:17][C:18]([O:20][C:21]([CH3:22])([CH3:24])[CH3:23])=[O:19])=[CH:15][CH:16]=2)=[C:6]([NH2:25])[CH:5]=1. The yield is 0.630. The reactants are [CH3:1][O:2][C:3](=[O:28])[C:4]1[CH:9]=[CH:8][C:7]([O:10][C:11]2[CH:16]=[CH:15][C:14]([NH:17][C:18]([O:20][C:21]([CH3:24])([CH3:23])[CH3:22])=[O:19])=[CH:13][CH:12]=2)=[C:6]([N+:25]([O-])=O)[CH:5]=1.[NH4+].[Cl-]. The catalyst is CCO.O(C(C)C)C(C)C.[Fe]. (5) The reactants are [Cl:1][C:2]1[CH:8]=[C:7]([O:9][C:10]2[C:11]3[N:18]([CH2:19][CH2:20][O:21][CH3:22])[CH:17]=[CH:16][C:12]=3[N:13]=[CH:14][N:15]=2)[CH:6]=[CH:5][C:3]=1[NH2:4].C(N(CC)CC)C.[F:30][C:31]([F:42])([F:41])[C:32]1[CH:33]=[C:34]([N:38]=[C:39]=[O:40])[CH:35]=[CH:36][CH:37]=1. The product is [Cl:1][C:2]1[CH:8]=[C:7]([O:9][C:10]2[C:11]3[N:18]([CH2:19][CH2:20][O:21][CH3:22])[CH:17]=[CH:16][C:12]=3[N:13]=[CH:14][N:15]=2)[CH:6]=[CH:5][C:3]=1[NH:4][C:39]([NH:38][C:34]1[CH:35]=[CH:36][CH:37]=[C:32]([C:31]([F:30])([F:41])[F:42])[CH:33]=1)=[O:40]. The yield is 0.470. The catalyst is O1CCCC1.